Dataset: Full USPTO retrosynthesis dataset with 1.9M reactions from patents (1976-2016). Task: Predict the reactants needed to synthesize the given product. (1) Given the product [F:17][C:18]1([F:23])[CH2:21][CH:20]([O:22][C:2]2[C:11]([S:12]([CH3:15])(=[O:14])=[O:13])=[CH:10][C:5]([C:6]([O:8][CH3:9])=[O:7])=[C:4]([CH3:16])[CH:3]=2)[CH2:19]1, predict the reactants needed to synthesize it. The reactants are: F[C:2]1[C:11]([S:12]([CH3:15])(=[O:14])=[O:13])=[CH:10][C:5]([C:6]([O:8][CH3:9])=[O:7])=[C:4]([CH3:16])[CH:3]=1.[F:17][C:18]1([F:23])[CH2:21][CH:20]([OH:22])[CH2:19]1.C([O-])([O-])=O.[Cs+].[Cs+]. (2) Given the product [CH:1]1[C:10]2[C:5](=[C:6]([CH:11]=[CH:12][N:13]3[C:21]4[CH:20]=[CH:19][C:18]([CH3:22])=[CH:17][C:16]=4[C:15]4[CH2:23][N:24]([CH3:27])[CH2:25][CH2:26][C:14]3=4)[CH:7]=[CH:8][CH:9]=2)[CH:4]=[CH:3][N:2]=1, predict the reactants needed to synthesize it. The reactants are: [CH:1]1[C:10]2[C:5](=[C:6]([C:11]#[C:12][N:13]3[C:21]4[CH:20]=[CH:19][C:18]([CH3:22])=[CH:17][C:16]=4[C:15]4[CH2:23][N:24]([CH3:27])[CH2:25][CH2:26][C:14]3=4)[CH:7]=[CH:8][CH:9]=2)[CH:4]=[CH:3][N:2]=1.C([O-])=O.[NH4+]. (3) Given the product [CH:1]1([N:4]2[C:13]([CH3:15])([CH3:14])[CH:12]([OH:22])[C:11]3[C:6](=[CH:7][CH:8]=[CH:9][CH:10]=3)[C:5]2=[O:19])[CH2:3][CH2:2]1, predict the reactants needed to synthesize it. The reactants are: [CH:1]1([N:4]2[C:13]([CH3:15])([CH3:14])[CH:12](C(O)=O)[C:11]3[C:6](=[CH:7][CH:8]=[CH:9][CH:10]=3)[C:5]2=[O:19])[CH2:3][CH2:2]1.C([O-])(=[O:22])C.[K+].C([O-])(=O)C.[Pb+4].C([O-])(=O)C.C([O-])(=O)C.C([O-])(=O)C.O[Li].O. (4) Given the product [CH2:22]([N:8]([CH2:1][C:2]1[CH:7]=[CH:6][CH:5]=[CH:4][CH:3]=1)[C@H:9]1[CH2:13][CH2:12][CH2:11][C@@H:10]1[NH:14][CH3:15])[C:23]1[CH:24]=[CH:25][CH:26]=[CH:27][CH:28]=1, predict the reactants needed to synthesize it. The reactants are: [CH2:1]([N:8]([CH2:22][C:23]1[CH:28]=[CH:27][CH:26]=[CH:25][CH:24]=1)[C@H:9]1[CH2:13][CH2:12][CH2:11][C@@H:10]1[NH:14][C:15](=O)OC(C)(C)C)[C:2]1[CH:7]=[CH:6][CH:5]=[CH:4][CH:3]=1.[H-].[Al+3].[Li+].[H-].[H-].[H-]. (5) Given the product [Br:8][C:9]1[CH:14]=[C:13]([Cl:15])[CH:12]=[CH:11][C:10]=1[S:3][CH2:2][C:1]([OH:5])=[O:4], predict the reactants needed to synthesize it. The reactants are: [C:1]([OH:5])(=[O:4])[CH2:2][SH:3].[H-].[Na+].[Br:8][C:9]1[CH:14]=[C:13]([Cl:15])[CH:12]=[CH:11][C:10]=1F.O. (6) The reactants are: [F:1][C:2]1[CH:7]=[CH:6][C:5]([C:8]2[CH:13]=[CH:12][C:11]([C:14]([O:16]C)=[O:15])=[CH:10][CH:9]=2)=[CH:4][CH:3]=1.[Li+].[OH-].Cl. Given the product [F:1][C:2]1[CH:3]=[CH:4][C:5]([C:8]2[CH:13]=[CH:12][C:11]([C:14]([OH:16])=[O:15])=[CH:10][CH:9]=2)=[CH:6][CH:7]=1, predict the reactants needed to synthesize it.